This data is from Reaction yield outcomes from USPTO patents with 853,638 reactions. The task is: Predict the reaction yield, written as a fraction of the theoretical maximum amount of product (1.0 means a 100% yield; for example, 0.34 means a 34% yield). (1) The reactants are [CH2:1]([O:3][CH2:4][CH2:5][O:6][C:7]1[CH:12]=[C:11]([CH3:13])[C:10]([C:14]2[CH:19]=[CH:18][CH:17]=[C:16]([CH2:20][NH:21][C:22]3[CH:27]=[CH:26][C:25]([CH2:28][CH2:29][C:30]([OH:32])=[O:31])=[CH:24][CH:23]=3)[CH:15]=2)=[C:9]([CH3:33])[CH:8]=1)[CH3:2].[ClH:34].C(OCC)(=O)C. The catalyst is C(OCC)(=O)C. The product is [ClH:34].[CH2:1]([O:3][CH2:4][CH2:5][O:6][C:7]1[CH:12]=[C:11]([CH3:13])[C:10]([C:14]2[CH:19]=[CH:18][CH:17]=[C:16]([CH2:20][NH:21][C:22]3[CH:23]=[CH:24][C:25]([CH2:28][CH2:29][C:30]([OH:32])=[O:31])=[CH:26][CH:27]=3)[CH:15]=2)=[C:9]([CH3:33])[CH:8]=1)[CH3:2]. The yield is 0.960. (2) The reactants are [CH2:1]([C:4]1[N:8]([CH2:9][C:10]2[CH:15]=CC(C3C=CC=CC=3C3NN=NN=3)=[CH:12][CH:11]=2)[N:7]=[C:6]([C:27]([OH:29])=O)[CH:5]=1)[CH2:2][CH3:3].[CH:30]1[CH:35]=[N:34][C:33]2[N:36](O)[N:37]=[N:38][C:32]=2[CH:31]=1.CCN=C=NCCCN(C)C.N1C(C)=C[CH:54]=[CH:53][C:52]=1[CH3:58].C(Cl)Cl.Cl.[NH2:63][C@H:64]([CH2:69][C:70]1[CH:75]=[CH:74][CH:73]=[CH:72][CH:71]=1)[CH2:65][C:66]([OH:68])=[O:67]. No catalyst specified. The product is [C:70]1([CH2:69][C@@H:64]([NH:63][C:27]([C:6]2[CH:5]=[C:4]([CH2:1][CH2:2][CH3:3])[N:8]([CH2:9][C:10]3[CH:11]=[CH:12][C:30]([C:31]4[CH:54]=[CH:53][CH:52]=[CH:58][C:32]=4[C:33]4[NH:36][N:37]=[N:38][N:34]=4)=[CH:35][CH:15]=3)[N:7]=2)=[O:29])[CH2:65][C:66]([OH:68])=[O:67])[CH:75]=[CH:74][CH:73]=[CH:72][CH:71]=1. The yield is 0.920. (3) The reactants are [NH2:1][C:2]1[C:11]2[CH:10]=[CH:9][CH:8]=[C:7](Br)[C:6]=2[N:5]=[C:4]2[CH2:13][N:14]([CH:17]3[CH2:20][CH2:19][CH2:18]3)[C:15](=[O:16])[C:3]=12.[F:21][C:22]1[CH:27]=[CH:26][C:25](B(O)O)=[C:24]([O:31][CH3:32])[CH:23]=1. No catalyst specified. The product is [NH2:1][C:2]1[C:11]2[CH:10]=[CH:9][CH:8]=[C:7]([C:25]3[CH:26]=[CH:27][C:22]([F:21])=[CH:23][C:24]=3[O:31][CH3:32])[C:6]=2[N:5]=[C:4]2[CH2:13][N:14]([CH:17]3[CH2:20][CH2:19][CH2:18]3)[C:15](=[O:16])[C:3]=12. The yield is 0.840. (4) The reactants are [F:1][C:2]1[CH:3]=[C:4]([NH:10][C:11](=[O:13])[CH3:12])[CH:5]=[CH:6][C:7]=1[O:8][CH3:9].[N+:14]([O-])([OH:16])=[O:15]. The catalyst is S(=O)(=O)(O)O. The product is [F:1][C:2]1[C:7]([O:8][CH3:9])=[CH:6][C:5]([N+:14]([O-:16])=[O:15])=[C:4]([NH:10][C:11](=[O:13])[CH3:12])[CH:3]=1. The yield is 0.890. (5) The yield is 0.440. The reactants are Cl[C:2]1[C:7](Cl)=[CH:6][CH:5]=[CH:4][C:3]=1[N:9]1[CH2:15][CH2:14][CH2:13][N:12]([CH2:16][CH2:17][CH2:18][CH2:19][O:20][C:21]2[CH:30]=[C:29]3[C:24]([CH:25]=[CH:26][C:27](=[O:31])[NH:28]3)=[CH:23][CH:22]=2)[CH2:11][CH2:10]1.[Na+].[I-].Cl.[CH2:35]([O:37]C1C=CC=CC=1N1CCCNCC1)[CH3:36].C([O-])([O-])=O.[K+].[K+]. The product is [CH2:35]([O:37][C:2]1[CH:7]=[CH:6][CH:5]=[CH:4][C:3]=1[N:9]1[CH2:15][CH2:14][CH2:13][N:12]([CH2:16][CH2:17][CH2:18][CH2:19][O:20][C:21]2[CH:30]=[C:29]3[C:24]([CH2:25][CH2:26][C:27](=[O:31])[NH:28]3)=[CH:23][CH:22]=2)[CH2:11][CH2:10]1)[CH3:36]. The catalyst is CC#N.O. (6) The reactants are [CH2:1]([C:3]1[C:4]([F:17])=[CH:5][N:6]=[C:7]2[C:12]=1[N:11]=[C:10]([O:13]CC=C)[CH:9]=[CH:8]2)[CH3:2].[C:18]1(C)[C:19](C)=CC=C[CH:23]=1. The catalyst is C1C=CC([P]([Pd]([P](C2C=CC=CC=2)(C2C=CC=CC=2)C2C=CC=CC=2)([P](C2C=CC=CC=2)(C2C=CC=CC=2)C2C=CC=CC=2)[P](C2C=CC=CC=2)(C2C=CC=CC=2)C2C=CC=CC=2)(C2C=CC=CC=2)C2C=CC=CC=2)=CC=1. The product is [CH2:1]([C:3]1[C:4]([F:17])=[CH:5][N:6]=[C:7]2[C:12]=1[N:11]([CH2:19][CH:18]=[CH2:23])[C:10](=[O:13])[CH:9]=[CH:8]2)[CH3:2]. The yield is 0.270. (7) The reactants are [Br:1][C:2]1[C:3](=[O:9])[NH:4][C:5]([Cl:8])=[N:6][CH:7]=1.[CH3:10]N(C=O)C.[H-].[Li+].IC. The catalyst is COCCOC. The product is [Br:1][C:2]1[C:3](=[O:9])[N:4]([CH3:10])[C:5]([Cl:8])=[N:6][CH:7]=1. The yield is 0.720.